Task: Predict the reactants needed to synthesize the given product.. Dataset: Full USPTO retrosynthesis dataset with 1.9M reactions from patents (1976-2016) (1) Given the product [Br:1][C:2]1[C:3]([OH:21])=[C:4]([C:17]([OH:19])=[O:18])[C:5]2[N:6]=[CH:7][C:8]([C:12]3[S:13][CH:14]=[CH:15][CH:16]=3)=[N:9][C:10]=2[CH:11]=1, predict the reactants needed to synthesize it. The reactants are: [Br:1][C:2]1[C:3]([O:21]C)=[C:4]([C:17]([O:19]C)=[O:18])[C:5]2[N:6]=[CH:7][C:8]([C:12]3[S:13][CH:14]=[CH:15][CH:16]=3)=[N:9][C:10]=2[CH:11]=1.B(Br)(Br)Br. (2) Given the product [C:1]([O:5][C:6]([N:8]1[CH2:13][CH2:12][N:11]([CH2:14][C:15]2[C:16]([Cl:43])=[C:17]3[C:18]([C:26](=[O:41])[N:27]([CH2:28][C:29]4[CH:34]=[C:33]([Cl:35])[CH:32]=[CH:31][C:30]=4[S:36]([CH2:39][CH3:40])(=[O:38])=[O:37])[C:52](=[O:55])[NH:42]3)=[CH:19][C:20]=2[O:21][C:22]([F:23])([F:24])[F:25])[CH2:10][CH2:9]1)=[O:7])([CH3:2])([CH3:3])[CH3:4], predict the reactants needed to synthesize it. The reactants are: [C:1]([O:5][C:6]([N:8]1[CH2:13][CH2:12][N:11]([CH2:14][C:15]2[C:20]([O:21][C:22]([F:25])([F:24])[F:23])=[CH:19][C:18]([C:26](=[O:41])[NH:27][CH2:28][C:29]3[CH:34]=[C:33]([Cl:35])[CH:32]=[CH:31][C:30]=3[S:36]([CH2:39][CH3:40])(=[O:38])=[O:37])=[C:17]([NH2:42])[C:16]=2[Cl:43])[CH2:10][CH2:9]1)=[O:7])([CH3:4])([CH3:3])[CH3:2].ClC1C(C2OCCO2)=C(OC(F)(F)F)C=C2C=1N[C:52](=[O:55])N(CC1C=C(Cl)C=CC=1S(CC)(=O)=O)C2=O. (3) Given the product [CH:60]1([C:2]2[C:10]3[O:9][CH2:8][CH2:7][C:6]=3[C:5]([CH:11]3[C@H:16]([O:17][CH2:18][C:19]4[CH:24]=[CH:23][CH:22]=[CH:21][CH:20]=4)[C@@H:15]([O:25][CH2:26][C:27]4[CH:28]=[CH:29][CH:30]=[CH:31][CH:32]=4)[C@H:14]([O:33][CH2:34][C:35]4[CH:40]=[CH:39][CH:38]=[CH:37][CH:36]=4)[C@@H:13]([CH2:41][O:42][CH2:43][C:44]4[CH:45]=[CH:46][CH:47]=[CH:48][CH:49]=4)[O:12]3)=[CH:4][C:3]=2[CH2:50][C:51]2[CH:52]=[CH:53][C:54]([O:57][CH2:58][CH3:59])=[CH:55][CH:56]=2)[CH2:62][CH2:61]1, predict the reactants needed to synthesize it. The reactants are: Cl[C:2]1[C:10]2[O:9][CH2:8][CH2:7][C:6]=2[C:5]([CH:11]2[C@H:16]([O:17][CH2:18][C:19]3[CH:24]=[CH:23][CH:22]=[CH:21][CH:20]=3)[C@@H:15]([O:25][CH2:26][C:27]3[CH:32]=[CH:31][CH:30]=[CH:29][CH:28]=3)[C@H:14]([O:33][CH2:34][C:35]3[CH:40]=[CH:39][CH:38]=[CH:37][CH:36]=3)[C@@H:13]([CH2:41][O:42][CH2:43][C:44]3[CH:49]=[CH:48][CH:47]=[CH:46][CH:45]=3)[O:12]2)=[CH:4][C:3]=1[CH2:50][C:51]1[CH:56]=[CH:55][C:54]([O:57][CH2:58][CH3:59])=[CH:53][CH:52]=1.[CH:60]1(B(O)O)[CH2:62][CH2:61]1.C1(P(C2CCCCC2)C2C=CC=CC=2C2C(OC)=CC=CC=2OC)CCCCC1.[O-]P([O-])([O-])=O.[K+].[K+].[K+]. (4) Given the product [Cl:1][C:2]1[C:7]([C:8](=[O:11])[CH2:9][CH3:10])=[CH:6][N:5]=[C:4]2[N:12]([CH2:15][O:16][CH2:17][CH2:18][Si:19]([CH3:21])([CH3:20])[CH3:22])[CH:13]=[CH:14][C:3]=12, predict the reactants needed to synthesize it. The reactants are: [Cl:1][C:2]1[C:7]([CH:8]([OH:11])[CH2:9][CH3:10])=[CH:6][N:5]=[C:4]2[N:12]([CH2:15][O:16][CH2:17][CH2:18][Si:19]([CH3:22])([CH3:21])[CH3:20])[CH:13]=[CH:14][C:3]=12. (5) Given the product [CH:1]([NH:4][C:5]1[N:10]=[C:9]([NH:11][C:12]2[CH:13]=[CH:14][N:15]=[CH:16][CH:17]=2)[N:8]=[C:7]([C:18]2[CH:19]=[C:20]([OH:24])[CH:21]=[CH:22][CH:23]=2)[N:6]=1)([CH3:3])[CH3:2], predict the reactants needed to synthesize it. The reactants are: [CH:1]([NH:4][C:5]1[N:10]=[C:9]([NH:11][C:12]2[CH:17]=[CH:16][N:15]=[CH:14][CH:13]=2)[N:8]=[C:7]([C:18]2[CH:23]=[CH:22][CH:21]=[C:20]([O:24]C)[CH:19]=2)[N:6]=1)([CH3:3])[CH3:2].B(Br)(Br)Br.O.C([O-])(O)=O.[Na+].